The task is: Predict the reactants needed to synthesize the given product.. This data is from Full USPTO retrosynthesis dataset with 1.9M reactions from patents (1976-2016). (1) Given the product [C:21]([O:27][CH2:26][C@H:19]1[C@@H:20]([O:25][C:26](=[O:27])[CH3:19])[C@H:21]([O:24][C:17](=[O:18])[CH3:22])[C@@H:22]([O:23][C:13](=[O:16])[CH3:12])[C@@H:17]([O:16][C:13]2[CH:14]=[CH:15][C:10]([C:6]3[CH:7]=[CH:8][CH:9]=[C:4]([C:3](=[O:29])[NH:2][CH3:1])[CH:5]=3)=[CH:11][C:12]=2[CH3:28])[O:18]1)(=[O:24])[CH3:20], predict the reactants needed to synthesize it. The reactants are: [CH3:1][NH:2][C:3](=[O:29])[C:4]1[CH:9]=[CH:8][CH:7]=[C:6]([C:10]2[CH:15]=[CH:14][C:13]([O:16][C@@H:17]3[C@H:22]([OH:23])[C@@H:21]([OH:24])[C@H:20]([OH:25])[C@H:19]([CH2:26][OH:27])[O:18]3)=[C:12]([CH3:28])[CH:11]=2)[CH:5]=1. (2) Given the product [CH2:1]([O:3][C:4]([C:6]1([NH:15][C:16](=[O:25])[C:17]2[CH:22]=[CH:21][CH:20]=[C:19]([CH3:23])[C:18]=2[C:33]#[C:34][CH2:35][CH2:36][CH3:37])[CH2:14][C:13]2[C:8](=[CH:9][CH:10]=[CH:11][CH:12]=2)[CH2:7]1)=[O:5])[CH3:2], predict the reactants needed to synthesize it. The reactants are: [CH2:1]([O:3][C:4]([C:6]1([NH:15][C:16](=[O:25])[C:17]2[CH:22]=[CH:21][CH:20]=[C:19]([CH3:23])[C:18]=2I)[CH2:14][C:13]2[C:8](=[CH:9][CH:10]=[CH:11][CH:12]=2)[CH2:7]1)=[O:5])[CH3:2].C(NC(C)C)(C)C.[CH:33]#[C:34][CH2:35][CH2:36][CH3:37]. (3) The reactants are: [Cl:1][C:2]1[CH:3]=[CH:4][CH:5]=[C:6]2[C:11]=1[N:10]=[N:9][C:8]([C:12]1C=CC=CC=1)=[C:7]2[C:18]1[CH:19]=[C:20](O)[CH:21]=[CH:22][CH:23]=1.[CH:38]1[CH:43]=[CH:42][C:41](P([C:38]2[CH:43]=[CH:42][CH:41]=[CH:40][CH:39]=2)[C:38]2[CH:43]=[CH:42][CH:41]=[CH:40][CH:39]=2)=[CH:40][CH:39]=1.[CH3:44][N:45]1[C:53]2[C:48](=[CH:49][CH:50]=[CH:51][C:52]=2[CH2:54][OH:55])[CH:47]=[CH:46]1.CC(OC(/N=N/C(OC(C)C)=O)=O)C. Given the product [CH2:7]([C:8]1[N:9]=[N:10][C:11]2[C:6]([C:12]=1[C:38]1[CH:39]=[CH:40][CH:41]=[C:42]([O:55][CH2:54][C:52]3[CH:51]=[CH:50][CH:49]=[C:48]4[C:53]=3[N:45]([CH3:44])[CH:46]=[CH:47]4)[CH:43]=1)=[CH:5][CH:4]=[CH:3][C:2]=2[Cl:1])[C:18]1[CH:23]=[CH:22][CH:21]=[CH:20][CH:19]=1, predict the reactants needed to synthesize it. (4) Given the product [Br:9][C:10]1[CH:11]=[C:12]2[C:17](=[CH:18][CH:19]=1)[CH:16]=[C:15]([O:20][Si:5]([C:2]([CH3:4])([CH3:3])[CH3:1])([CH3:7])[CH3:6])[CH:14]=[CH:13]2, predict the reactants needed to synthesize it. The reactants are: [CH3:1][C:2]([Si:5](Cl)([CH3:7])[CH3:6])([CH3:4])[CH3:3].[Br:9][C:10]1[CH:11]=[C:12]2[C:17](=[CH:18][CH:19]=1)[CH:16]=[C:15]([OH:20])[CH:14]=[CH:13]2.N1C=CN=C1.O.